Dataset: Catalyst prediction with 721,799 reactions and 888 catalyst types from USPTO. Task: Predict which catalyst facilitates the given reaction. (1) Reactant: [CH:1]12[CH2:7][CH:4]([NH:5][CH2:6]1)[CH2:3][N:2]2[C:8]1[N:13]2[CH:14]=[CH:15][N:16]=[C:12]2[CH:11]=[C:10]([C:17]2[CH:22]=[CH:21][N:20]=[C:19]([NH:23][C@@H:24]([C:26]3[CH:31]=[CH:30][CH:29]=[CH:28][CH:27]=3)[CH3:25])[CH:18]=2)[N:9]=1.[CH3:32][C:33]([CH3:35])=O.CO. Product: [CH:33]([N:5]1[CH2:6][C@@H:1]2[CH2:7][C@H:4]1[CH2:3][N:2]2[C:8]1[N:13]2[CH:14]=[CH:15][N:16]=[C:12]2[CH:11]=[C:10]([C:17]2[CH:22]=[CH:21][N:20]=[C:19]([NH:23][C@@H:24]([C:26]3[CH:27]=[CH:28][CH:29]=[CH:30][CH:31]=3)[CH3:25])[CH:18]=2)[N:9]=1)([CH3:35])[CH3:32]. The catalyst class is: 373. (2) Reactant: C[O:2][C:3](=[O:53])[C@@H:4]([NH:20][C:21]([C@@H:23]1[CH2:32][C:31]2[CH:30]=[C:29]3[O:33][CH2:34][C@H:35]([C:37]4[CH:42]=[CH:41][C:40]([O:43][CH2:44][C:45]5[CH:50]=[CH:49][C:48]([Cl:51])=[C:47]([Cl:52])[CH:46]=5)=[CH:39][CH:38]=4)[O:36][C:28]3=[CH:27][C:26]=2[CH2:25][NH:24]1)=[O:22])[CH2:5][C:6]1[CH:11]=[CH:10][C:9]([C:12]2[CH:17]=[CH:16][N:15]=[C:14]([CH3:18])[C:13]=2[CH3:19])=[CH:8][CH:7]=1.[F:54][C:55]1([F:64])[CH2:60][CH2:59][N:58]([C:61](Cl)=[O:62])[CH2:57][CH2:56]1. Product: [Cl:52][C:47]1[CH:46]=[C:45]([CH:50]=[CH:49][C:48]=1[Cl:51])[CH2:44][O:43][C:40]1[CH:39]=[CH:38][C:37]([C@H:35]2[CH2:34][O:33][C:29]3=[CH:30][C:31]4[CH2:32][C@@H:23]([C:21]([NH:20][C@@H:4]([CH2:5][C:6]5[CH:11]=[CH:10][C:9]([C:12]6[CH:17]=[CH:16][N:15]=[C:14]([CH3:18])[C:13]=6[CH3:19])=[CH:8][CH:7]=5)[C:3]([OH:53])=[O:2])=[O:22])[N:24]([C:61]([N:58]5[CH2:59][CH2:60][C:55]([F:64])([F:54])[CH2:56][CH2:57]5)=[O:62])[CH2:25][C:26]=4[CH:27]=[C:28]3[O:36]2)=[CH:42][CH:41]=1. The catalyst class is: 2. (3) The catalyst class is: 580. Product: [CH3:1][N:2]1[CH2:15][CH2:14][C:5]2[N:6]([C:19]3[CH:18]=[CH:17][C:26]4[C:21](=[CH:22][CH:23]=[CH:24][CH:25]=4)[CH:20]=3)[C:7]3[CH:8]=[CH:9][C:10]([CH3:13])=[CH:11][C:12]=3[C:4]=2[CH2:3]1. Reactant: [CH3:1][N:2]1[CH2:15][CH2:14][C:5]2[NH:6][C:7]3[CH:8]=[CH:9][C:10]([CH3:13])=[CH:11][C:12]=3[C:4]=2[CH2:3]1.Br[C:17]1[C:26]2[C:21](=[CH:22][CH:23]=[CH:24][CH:25]=2)[CH:20]=[CH:19][CH:18]=1.[O-]P([O-])([O-])=O.[K+].[K+].[K+].N1CCC[C@H]1C(O)=O. (4) Reactant: [Cl:1][C:2]1[CH:8]=[C:7]([O:9][C:10]2[C:19]3[C:14](=[CH:15][C:16]([O:22][CH3:23])=[C:17]([O:20][CH3:21])[CH:18]=3)[N:13]=[CH:12][N:11]=2)[CH:6]=[CH:5][C:3]=1[NH2:4].ClC(Cl)(O[C:28](=[O:34])OC(Cl)(Cl)Cl)Cl.[CH2:36]([NH:38][CH2:39][CH3:40])[CH3:37].CO. Product: [Cl:1][C:2]1[CH:8]=[C:7]([O:9][C:10]2[C:19]3[C:14](=[CH:15][C:16]([O:22][CH3:23])=[C:17]([O:20][CH3:21])[CH:18]=3)[N:13]=[CH:12][N:11]=2)[CH:6]=[CH:5][C:3]=1[NH:4][C:28](=[O:34])[N:38]([CH2:39][CH3:40])[CH2:36][CH3:37]. The catalyst class is: 542. (5) Reactant: [CH:1]1([C:5]2[CH:36]=[CH:35][C:34]([CH2:37][O:38][CH3:39])=[CH:33][C:6]=2[CH2:7][NH:8][C:9]([NH:11][C:12]2[N:16]([C:17]3[CH:22]=[CH:21][CH:20]=[CH:19][CH:18]=3)[N:15]=[C:14]([O:23][CH2:24][C@H:25]3[CH2:29][O:28]C(C)(C)[O:26]3)[C:13]=2[CH3:32])=[O:10])[CH2:4][CH2:3][CH2:2]1.Cl. Product: [CH:1]1([C:5]2[CH:36]=[CH:35][C:34]([CH2:37][O:38][CH3:39])=[CH:33][C:6]=2[CH2:7][NH:8][C:9]([NH:11][C:12]2[N:16]([C:17]3[CH:22]=[CH:21][CH:20]=[CH:19][CH:18]=3)[N:15]=[C:14]([O:23][CH2:24][C@H:25]([OH:26])[CH2:29][OH:28])[C:13]=2[CH3:32])=[O:10])[CH2:2][CH2:3][CH2:4]1. The catalyst class is: 1. (6) Reactant: [H-].[Na+].[I-].[CH3:4][S+](C)(C)=O.[CH3:9][N:10]1[C:18]2[C:13](=[CH:14][CH:15]=[CH:16][CH:17]=2)[C:12](/[CH:19]=[CH:20]/[C:21]([O:23][CH2:24][CH3:25])=[O:22])=[CH:11]1.O. Product: [CH3:9][N:10]1[C:18]2[C:13](=[CH:14][CH:15]=[CH:16][CH:17]=2)[C:12]([C@@H:19]2[CH2:4][C@H:20]2[C:21]([O:23][CH2:24][CH3:25])=[O:22])=[CH:11]1. The catalyst class is: 16.